Dataset: Reaction yield outcomes from USPTO patents with 853,638 reactions. Task: Predict the reaction yield, written as a fraction of the theoretical maximum amount of product (1.0 means a 100% yield; for example, 0.34 means a 34% yield). The reactants are [CH:1]([C:4]1[CH:9]=[CH:8][CH:7]=[CH:6][C:5]=1[OH:10])([CH3:3])[CH3:2].[C:11]1(=O)[O:16][C:14](=[O:15])[C:13]2=[CH:17][CH:18]=[CH:19][CH:20]=[C:12]12. The catalyst is [Cl-].[Zn+2].[Cl-]. The yield is 0.960. The product is [OH:10][C:5]1[CH:6]=[CH:7][C:8]([C:11]2([C:8]3[CH:7]=[CH:6][C:5]([OH:10])=[C:4]([CH:1]([CH3:3])[CH3:2])[CH:9]=3)[C:12]3[C:13](=[CH:17][CH:18]=[CH:19][CH:20]=3)[C:14](=[O:15])[O:16]2)=[CH:9][C:4]=1[CH:1]([CH3:3])[CH3:2].